From a dataset of Full USPTO retrosynthesis dataset with 1.9M reactions from patents (1976-2016). Predict the reactants needed to synthesize the given product. (1) Given the product [CH3:22][O:21][C:19](=[O:20])[CH:9]([NH:8][C:6]([O:5][C:1]([CH3:2])([CH3:3])[CH3:4])=[O:7])[C:10]1[CH:11]=[CH:12][C:13]([C:14](=[O:16])[NH:64][C:65]2[CH:70]=[CH:69][N:68]=[CH:67][CH:66]=2)=[CH:17][CH:18]=1, predict the reactants needed to synthesize it. The reactants are: [C:1]([O:5][C:6]([NH:8][CH:9]([C:19]([O:21][CH3:22])=[O:20])[C:10]1[CH:18]=[CH:17][C:13]([C:14]([OH:16])=O)=[CH:12][CH:11]=1)=[O:7])([CH3:4])([CH3:3])[CH3:2].C(N(C(C)C)CC)(C)C.C1C=CC2N(O)N=NC=2C=1.CN(C(ON1N=NC2C=CC=CC1=2)=[N+](C)C)C.[B-](F)(F)(F)F.[NH2:64][C:65]1[CH:70]=[CH:69][N:68]=[CH:67][CH:66]=1. (2) Given the product [N:11]1[CH:12]=[CH:13][CH:14]=[C:9]([N:7]2[CH2:17][CH2:16][C:15]([NH2:18])=[N:8]2)[CH:10]=1, predict the reactants needed to synthesize it. The reactants are: C([O-])C.[Na+].Cl.Cl.[NH:7]([C:9]1[CH:10]=[N:11][CH:12]=[CH:13][CH:14]=1)[NH2:8].[C:15](#[N:18])[CH:16]=[CH2:17].Cl. (3) The reactants are: C([O:3][C:4](=[O:38])[CH2:5][N:6]1[C:14]2[C:9](=[CH:10][CH:11]=[C:12]([O:15][CH2:16][C:17]3[C:18]([CH2:34][CH2:35][O:36][CH3:37])=[N:19][C:20]([C:24]4[CH:29]=[CH:28][C:27]([C:30]([F:33])([F:32])[F:31])=[CH:26][CH:25]=4)=[N:21][C:22]=3[CH3:23])[CH:13]=2)[CH:8]=[CH:7]1)C.[Li+].[OH-]. Given the product [CH3:37][O:36][CH2:35][CH2:34][C:18]1[C:17]([CH2:16][O:15][C:12]2[CH:13]=[C:14]3[C:9]([CH:8]=[CH:7][N:6]3[CH2:5][C:4]([OH:38])=[O:3])=[CH:10][CH:11]=2)=[C:22]([CH3:23])[N:21]=[C:20]([C:24]2[CH:25]=[CH:26][C:27]([C:30]([F:33])([F:31])[F:32])=[CH:28][CH:29]=2)[N:19]=1, predict the reactants needed to synthesize it. (4) Given the product [F:1][C:2]1[CH:7]=[CH:6][C:5]([N:8]2[C:12]([C:22]3[CH:30]=[C:29]4[C:25]([CH2:26][C:27](=[O:31])[NH:28]4)=[CH:24][CH:23]=3)=[CH:11][C:10]([C:16]([F:19])([F:18])[F:17])=[N:9]2)=[C:4]([CH3:20])[CH:3]=1, predict the reactants needed to synthesize it. The reactants are: [F:1][C:2]1[CH:7]=[CH:6][C:5]([N:8]2[C:12](B(O)O)=[CH:11][C:10]([C:16]([F:19])([F:18])[F:17])=[N:9]2)=[C:4]([CH3:20])[CH:3]=1.Br[C:22]1[CH:30]=[C:29]2[C:25]([CH2:26][C:27](=[O:31])[NH:28]2)=[CH:24][CH:23]=1.C([O-])(=O)C.[K+]. (5) Given the product [CH:1]([C:3]1[S:7][C:6]([NH:8][C@@H:9]([CH:17]([CH3:19])[CH3:18])[C:10]([OH:12])=[O:11])=[N:5][CH:4]=1)=[O:2], predict the reactants needed to synthesize it. The reactants are: [CH:1]([C:3]1[S:7][C:6]([NH:8][C@@H:9]([CH:17]([CH3:19])[CH3:18])[C:10]([O:12]C(C)(C)C)=[O:11])=[N:5][CH:4]=1)=[O:2].C(O)(C(F)(F)F)=O. (6) Given the product [Cl:1][C:2]1[CH:11]=[C:10]2[C:5]([C:6]([OH:27])=[C:7]([C:16]([NH:18][CH2:19][C:20]([OH:22])=[O:21])=[O:17])[C:8](=[O:15])[C:9]2([CH2:13][CH3:14])[CH3:12])=[CH:4][CH:3]=1, predict the reactants needed to synthesize it. The reactants are: [Cl:1][C:2]1[CH:11]=[C:10]2[C:5]([C:6]([OH:27])=[C:7]([C:16]([NH:18][CH2:19][C:20]([O:22]C(C)(C)C)=[O:21])=[O:17])[C:8](=[O:15])[C:9]2([CH2:13][CH3:14])[CH3:12])=[CH:4][CH:3]=1.C(O)(C(F)(F)F)=O.